The task is: Regression. Given two drug SMILES strings and cell line genomic features, predict the synergy score measuring deviation from expected non-interaction effect.. This data is from NCI-60 drug combinations with 297,098 pairs across 59 cell lines. Drug 1: CC1OCC2C(O1)C(C(C(O2)OC3C4COC(=O)C4C(C5=CC6=C(C=C35)OCO6)C7=CC(=C(C(=C7)OC)O)OC)O)O. Drug 2: C1CN(CCN1C(=O)CCBr)C(=O)CCBr. Cell line: SF-539. Synergy scores: CSS=42.4, Synergy_ZIP=-0.714, Synergy_Bliss=0.788, Synergy_Loewe=1.18, Synergy_HSA=1.32.